From a dataset of NCI-60 drug combinations with 297,098 pairs across 59 cell lines. Regression. Given two drug SMILES strings and cell line genomic features, predict the synergy score measuring deviation from expected non-interaction effect. (1) Drug 1: CC12CCC3C(C1CCC2=O)CC(=C)C4=CC(=O)C=CC34C. Drug 2: C1C(C(OC1N2C=NC(=NC2=O)N)CO)O. Cell line: T-47D. Synergy scores: CSS=32.4, Synergy_ZIP=3.47, Synergy_Bliss=6.43, Synergy_Loewe=1.98, Synergy_HSA=2.09. (2) Synergy scores: CSS=14.5, Synergy_ZIP=-0.287, Synergy_Bliss=0.930, Synergy_Loewe=-9.78, Synergy_HSA=0.925. Cell line: MDA-MB-231. Drug 1: C1C(C(OC1N2C=NC3=C2NC=NCC3O)CO)O. Drug 2: CCC1(C2=C(COC1=O)C(=O)N3CC4=CC5=C(C=CC(=C5CN(C)C)O)N=C4C3=C2)O.Cl. (3) Drug 1: CCC(=C(C1=CC=CC=C1)C2=CC=C(C=C2)OCCN(C)C)C3=CC=CC=C3.C(C(=O)O)C(CC(=O)O)(C(=O)O)O. Drug 2: C1=CC=C(C=C1)NC(=O)CCCCCCC(=O)NO. Cell line: OVCAR-5. Synergy scores: CSS=28.5, Synergy_ZIP=-9.66, Synergy_Bliss=-7.57, Synergy_Loewe=-11.7, Synergy_HSA=-6.81. (4) Drug 1: C1=C(C(=O)NC(=O)N1)F. Drug 2: CC(C)(C#N)C1=CC=C(C=C1)N2C3=C4C=C(C=CC4=NC=C3N(C2=O)C)C5=CC6=CC=CC=C6N=C5. Cell line: HT29. Synergy scores: CSS=60.5, Synergy_ZIP=4.14, Synergy_Bliss=3.45, Synergy_Loewe=8.12, Synergy_HSA=11.5. (5) Drug 1: C1=C(C(=O)NC(=O)N1)F. Drug 2: CC12CCC3C(C1CCC2OP(=O)(O)O)CCC4=C3C=CC(=C4)OC(=O)N(CCCl)CCCl.[Na+]. Cell line: PC-3. Synergy scores: CSS=34.1, Synergy_ZIP=2.98, Synergy_Bliss=4.17, Synergy_Loewe=-6.40, Synergy_HSA=4.20. (6) Drug 1: CC1CCC2CC(C(=CC=CC=CC(CC(C(=O)C(C(C(=CC(C(=O)CC(OC(=O)C3CCCCN3C(=O)C(=O)C1(O2)O)C(C)CC4CCC(C(C4)OC)OCCO)C)C)O)OC)C)C)C)OC. Drug 2: CCC1(C2=C(COC1=O)C(=O)N3CC4=CC5=C(C=CC(=C5CN(C)C)O)N=C4C3=C2)O.Cl. Cell line: TK-10. Synergy scores: CSS=29.0, Synergy_ZIP=-9.53, Synergy_Bliss=-3.48, Synergy_Loewe=0.550, Synergy_HSA=0.833. (7) Drug 1: CC(C1=C(C=CC(=C1Cl)F)Cl)OC2=C(N=CC(=C2)C3=CN(N=C3)C4CCNCC4)N. Drug 2: CC1=C(C(=O)C2=C(C1=O)N3CC4C(C3(C2COC(=O)N)OC)N4)N. Cell line: HL-60(TB). Synergy scores: CSS=81.5, Synergy_ZIP=7.43, Synergy_Bliss=9.82, Synergy_Loewe=-5.33, Synergy_HSA=9.27. (8) Drug 1: CC1CC2CCC3C(=C)CC(O3)CCC45CC6C(O4)C7C(O6)C(O5)C8C(O7)CCC(O8)CC(=O)CC9C(CC(C1=C)O2)OC(C9OC)CC(CN)O.CS(=O)(=O)O. Drug 2: CC1C(C(CC(O1)OC2CC(CC3=C2C(=C4C(=C3O)C(=O)C5=C(C4=O)C(=CC=C5)OC)O)(C(=O)CO)O)N)O.Cl. Cell line: MALME-3M. Synergy scores: CSS=52.3, Synergy_ZIP=-5.01, Synergy_Bliss=-6.14, Synergy_Loewe=-3.16, Synergy_HSA=-1.93.